This data is from Reaction yield outcomes from USPTO patents with 853,638 reactions. The task is: Predict the reaction yield, written as a fraction of the theoretical maximum amount of product (1.0 means a 100% yield; for example, 0.34 means a 34% yield). The reactants are [CH:1]([C:4]1[CH:9]=[CH:8][C:7]([C:10]2([CH3:23])[C:14]3[C:15]([CH3:22])=[C:16]([NH2:21])[C:17]([CH3:20])=[C:18]([CH3:19])[C:13]=3[O:12][CH2:11]2)=[CH:6][CH:5]=1)([CH3:3])[CH3:2]. The catalyst is C(OCC)(=O)C.CCCCCC. The product is [CH:1]([C:4]1[CH:9]=[CH:8][C:7]([C:10]2([CH3:23])[C:14]3[C:15]([CH3:22])=[C:16]([NH:21][C:13](=[O:12])[CH2:14][C:10]([CH3:23])([CH3:11])[CH3:7])[C:17]([CH3:20])=[C:18]([CH3:19])[C:13]=3[O:12][CH2:11]2)=[CH:6][CH:5]=1)([CH3:3])[CH3:2]. The yield is 0.370.